From a dataset of Catalyst prediction with 721,799 reactions and 888 catalyst types from USPTO. Predict which catalyst facilitates the given reaction. Product: [CH3:12][O:1][C:2]1[CH:10]=[CH:9][C:25]([C:23]([O:22][CH3:21])=[O:24])=[CH:4][C:3]=1[CH3:11]. The catalyst class is: 6. Reactant: [OH:1][C:2]1[CH:10]=[CH:9]C(C(O)=O)=[CH:4][C:3]=1[CH3:11].[C:12]([O-])([O-])=O.[K+].[K+].CI.C[CH2:21][O:22][C:23]([CH3:25])=[O:24].